Dataset: Forward reaction prediction with 1.9M reactions from USPTO patents (1976-2016). Task: Predict the product of the given reaction. Given the reactants [NH2:1][C:2]1[CH:3]=[C:4]([OH:8])[CH:5]=[CH:6][CH:7]=1.[H-].[Na+].[ClH:11].[CH3:12][N:13]([CH3:17])[CH2:14][CH2:15][Cl:16].Cl, predict the reaction product. The product is: [ClH:16].[ClH:11].[CH3:12][N:13]([CH3:17])[CH2:14][CH2:15][O:8][C:4]1[CH:3]=[C:2]([CH:7]=[CH:6][CH:5]=1)[NH2:1].